Task: Predict the reactants needed to synthesize the given product.. Dataset: Full USPTO retrosynthesis dataset with 1.9M reactions from patents (1976-2016) (1) Given the product [F:1][C:2]1[N:7]=[C:6]([I:9])[C:5]([OH:8])=[CH:4][CH:3]=1, predict the reactants needed to synthesize it. The reactants are: [F:1][C:2]1[N:7]=[CH:6][C:5]([OH:8])=[CH:4][CH:3]=1.[I:9]I.CO.S([O-])([O-])=O.[Na+].[Na+]. (2) Given the product [Cl:1][C:2]1[CH:3]=[C:4]2[C:8](=[CH:9][CH:10]=1)[N:7]([CH2:21][CH:20]([C:22]1[CH:27]=[CH:26][N:25]=[CH:24][CH:23]=1)[OH:19])[C:6]1[CH:11]([CH3:16])[N:12]([CH3:15])[CH2:13][CH2:14][C:5]2=1, predict the reactants needed to synthesize it. The reactants are: [Cl:1][C:2]1[CH:3]=[C:4]2[C:8](=[CH:9][CH:10]=1)[NH:7][C:6]1[CH:11]([CH3:16])[N:12]([CH3:15])[CH2:13][CH2:14][C:5]2=1.[H-].[Na+].[O:19]1[CH2:21][CH:20]1[C:22]1[CH:27]=[CH:26][N:25]=[CH:24][CH:23]=1.